From a dataset of Full USPTO retrosynthesis dataset with 1.9M reactions from patents (1976-2016). Predict the reactants needed to synthesize the given product. (1) The reactants are: [CH3:1][C:2]1[C:3]2[N:4]([CH:18]=[CH:19][N:20]=2)[CH:5]=[C:6]([C:8]2[CH:13]=[CH:12][C:11]([C:14]([F:17])([F:16])[F:15])=[CH:10][CH:9]=2)[CH:7]=1.[C:21]([O-])(=O)[CH3:22].[Na+].ICl. Given the product [C:21]([C:18]1[N:4]2[CH:5]=[C:6]([C:8]3[CH:13]=[CH:12][C:11]([C:14]([F:16])([F:15])[F:17])=[CH:10][CH:9]=3)[CH:7]=[C:2]([CH3:1])[C:3]2=[N:20][CH:19]=1)#[CH:22], predict the reactants needed to synthesize it. (2) Given the product [CH3:20][NH:21][C:22]([C:24]1[C:32]2[C:27](=[CH:28][C:29]([O:33][C:2]3[CH:7]=[CH:6][N:5]=[C:4]4[CH:8]=[C:9]([C:11]5[O:12][CH:13]=[C:14]([C:16]([OH:19])([CH3:18])[CH3:17])[N:15]=5)[S:10][C:3]=34)=[CH:30][CH:31]=2)[N:26]([CH3:34])[C:25]=1[CH3:35])=[O:23], predict the reactants needed to synthesize it. The reactants are: Cl[C:2]1[CH:7]=[CH:6][N:5]=[C:4]2[CH:8]=[C:9]([C:11]3[O:12][CH:13]=[C:14]([C:16]([OH:19])([CH3:18])[CH3:17])[N:15]=3)[S:10][C:3]=12.[CH3:20][NH:21][C:22]([C:24]1[C:32]2[C:27](=[CH:28][C:29]([OH:33])=[CH:30][CH:31]=2)[N:26]([CH3:34])[C:25]=1[CH3:35])=[O:23].C([O-])([O-])=O.[Cs+].[Cs+]. (3) Given the product [ClH:33].[ClH:33].[CH2:1]([O:3][C:4]([C:6]1[CH:15]=[CH:14][C:13]2[C:8](=[CH:9][CH:10]=[C:11]([C:16]3[C:24]4[C:19](=[CH:20][CH:21]=[C:22]([C:25]([O:36][CH2:34][CH3:35])=[NH:26])[CH:23]=4)[NH:18][N:17]=3)[CH:12]=2)[CH:7]=1)=[O:5])[CH3:2], predict the reactants needed to synthesize it. The reactants are: [CH2:1]([O:3][C:4]([C:6]1[CH:15]=[CH:14][C:13]2[C:8](=[CH:9][CH:10]=[C:11]([C:16]3[C:24]4[C:19](=[CH:20][CH:21]=[C:22]([C:25]#[N:26])[CH:23]=4)[N:18](C4CCCCO4)[N:17]=3)[CH:12]=2)[CH:7]=1)=[O:5])[CH3:2].[ClH:33].[CH2:34]([OH:36])[CH3:35]. (4) Given the product [CH2:29]([O:36][C:37]1[CH:42]=[CH:41][N:40]=[C:39]([O:20][CH2:19][CH2:18][CH2:17][N:14]2[CH2:13][CH2:12][N:11]([C:9]3[CH:8]=[C:7]([CH:21]4[CH2:23][CH2:22]4)[N:6]=[C:5]([C:1]([CH3:4])([CH3:2])[CH3:3])[N:10]=3)[CH2:16][CH2:15]2)[N:38]=1)[C:30]1[CH:31]=[CH:32][CH:33]=[CH:34][CH:35]=1, predict the reactants needed to synthesize it. The reactants are: [C:1]([C:5]1[N:10]=[C:9]([N:11]2[CH2:16][CH2:15][N:14]([CH2:17][CH2:18][CH2:19][OH:20])[CH2:13][CH2:12]2)[CH:8]=[C:7]([CH:21]2[CH2:23][CH2:22]2)[N:6]=1)([CH3:4])([CH3:3])[CH3:2].C([Li])CCC.[CH2:29]([O:36][C:37]1[CH:42]=[CH:41][N:40]=[C:39](S(C)(=O)=O)[N:38]=1)[C:30]1[CH:35]=[CH:34][CH:33]=[CH:32][CH:31]=1.